From a dataset of NCI-60 drug combinations with 297,098 pairs across 59 cell lines. Regression. Given two drug SMILES strings and cell line genomic features, predict the synergy score measuring deviation from expected non-interaction effect. (1) Cell line: SW-620. Drug 1: C1CC(=O)NC(=O)C1N2C(=O)C3=CC=CC=C3C2=O. Synergy scores: CSS=20.7, Synergy_ZIP=2.29, Synergy_Bliss=1.30, Synergy_Loewe=-14.0, Synergy_HSA=-0.444. Drug 2: N.N.Cl[Pt+2]Cl. (2) Drug 1: CC1=CC=C(C=C1)C2=CC(=NN2C3=CC=C(C=C3)S(=O)(=O)N)C(F)(F)F. Drug 2: CC1=C(N=C(N=C1N)C(CC(=O)N)NCC(C(=O)N)N)C(=O)NC(C(C2=CN=CN2)OC3C(C(C(C(O3)CO)O)O)OC4C(C(C(C(O4)CO)O)OC(=O)N)O)C(=O)NC(C)C(C(C)C(=O)NC(C(C)O)C(=O)NCCC5=NC(=CS5)C6=NC(=CS6)C(=O)NCCC[S+](C)C)O. Cell line: HT29. Synergy scores: CSS=-1.07, Synergy_ZIP=3.06, Synergy_Bliss=-5.82, Synergy_Loewe=-6.17, Synergy_HSA=-4.84. (3) Synergy scores: CSS=28.1, Synergy_ZIP=-6.72, Synergy_Bliss=-2.56, Synergy_Loewe=-23.1, Synergy_HSA=-4.65. Drug 1: C1=CC(=CC=C1CC(C(=O)O)N)N(CCCl)CCCl.Cl. Drug 2: CN1C2=C(C=C(C=C2)N(CCCl)CCCl)N=C1CCCC(=O)O.Cl. Cell line: A549. (4) Drug 1: C1C(C(OC1N2C=NC3=C(N=C(N=C32)Cl)N)CO)O. Drug 2: CNC(=O)C1=NC=CC(=C1)OC2=CC=C(C=C2)NC(=O)NC3=CC(=C(C=C3)Cl)C(F)(F)F. Cell line: HCC-2998. Synergy scores: CSS=28.2, Synergy_ZIP=2.37, Synergy_Bliss=1.08, Synergy_Loewe=-39.2, Synergy_HSA=-2.53. (5) Synergy scores: CSS=-1.94, Synergy_ZIP=-0.167, Synergy_Bliss=-1.65, Synergy_Loewe=-2.82, Synergy_HSA=-2.63. Drug 2: CCCCCOC(=O)NC1=NC(=O)N(C=C1F)C2C(C(C(O2)C)O)O. Cell line: PC-3. Drug 1: CS(=O)(=O)C1=CC(=C(C=C1)C(=O)NC2=CC(=C(C=C2)Cl)C3=CC=CC=N3)Cl. (6) Drug 1: CC1=C(C(CCC1)(C)C)C=CC(=CC=CC(=CC(=O)O)C)C. Drug 2: CCCCCOC(=O)NC1=NC(=O)N(C=C1F)C2C(C(C(O2)C)O)O. Cell line: SK-OV-3. Synergy scores: CSS=-0.210, Synergy_ZIP=-1.24, Synergy_Bliss=-3.75, Synergy_Loewe=-3.75, Synergy_HSA=-4.25.